From a dataset of Peptide-MHC class II binding affinity with 134,281 pairs from IEDB. Regression. Given a peptide amino acid sequence and an MHC pseudo amino acid sequence, predict their binding affinity value. This is MHC class II binding data. (1) The peptide sequence is WEALKYLWNLLQYWGQELK. The MHC is DRB1_1201 with pseudo-sequence DRB1_1201. The binding affinity (normalized) is 0.167. (2) The peptide sequence is LWEVKSAKPLTGPMN. The MHC is DRB1_1201 with pseudo-sequence DRB1_1201. The binding affinity (normalized) is 0.111. (3) The peptide sequence is SRGNRAFIAINLQKN. The MHC is DRB1_1001 with pseudo-sequence DRB1_1001. The binding affinity (normalized) is 0.869. (4) The MHC is DRB1_1302 with pseudo-sequence DRB1_1302. The peptide sequence is HYLKAKEYSHCAWTI. The binding affinity (normalized) is 0.135.